From a dataset of Full USPTO retrosynthesis dataset with 1.9M reactions from patents (1976-2016). Predict the reactants needed to synthesize the given product. (1) Given the product [Cl:24][C:10]1[C:9]2[C:4](=[CH:5][CH:6]=[C:7]([C:25]([C:33]3[N:37]([CH3:38])[CH:36]=[N:35][CH:34]=3)([C:27]3[N:32]=[CH:31][CH:30]=[CH:29][N:28]=3)[OH:26])[CH:8]=2)[N:3]=[C:2]([O:47][CH3:46])[C:11]=1[CH2:12][C:13]1[CH:18]=[CH:17][C:16]([N:19]2[CH:23]=[CH:22][CH:21]=[N:20]2)=[CH:15][CH:14]=1, predict the reactants needed to synthesize it. The reactants are: Cl[C:2]1[C:11]([CH2:12][C:13]2[CH:18]=[CH:17][C:16]([N:19]3[CH:23]=[CH:22][CH:21]=[N:20]3)=[CH:15][CH:14]=2)=[C:10]([Cl:24])[C:9]2[C:4](=[CH:5][CH:6]=[C:7]([C:25]([C:33]3[N:37]([CH3:38])[CH:36]=[N:35][CH:34]=3)([C:27]3[N:32]=[CH:31][CH:30]=[CH:29][N:28]=3)[OH:26])[CH:8]=2)[N:3]=1.C1(C)C=CC=CC=1.[CH3:46][O-:47].[Na+]. (2) The reactants are: [NH2:1][C:2]1[CH:3]=[C:4]([NH:9][S:10]([C:13]2[CH:18]=[CH:17][C:16]([F:19])=[CH:15][CH:14]=2)(=[O:12])=[O:11])[C:5]([Cl:8])=[N:6][CH:7]=1.C[Si]([N-][Si](C)(C)C)(C)C.[Li+].F[C:31]1[C:36]([C:37]2[N:42]=[C:41]([CH3:43])[N:40]=[C:39]([NH2:44])[N:38]=2)=[CH:35][CH:34]=[CH:33][N:32]=1. Given the product [NH2:44][C:39]1[N:40]=[C:41]([CH3:43])[N:42]=[C:37]([C:36]2[C:31]([NH:1][C:2]3[CH:3]=[C:4]([NH:9][S:10]([C:13]4[CH:14]=[CH:15][C:16]([F:19])=[CH:17][CH:18]=4)(=[O:11])=[O:12])[C:5]([Cl:8])=[N:6][CH:7]=3)=[N:32][CH:33]=[CH:34][CH:35]=2)[N:38]=1, predict the reactants needed to synthesize it. (3) Given the product [NH:1]1[C:9]2[C:4](=[CH:5][C:6]([CH2:10][OH:11])=[CH:7][CH:8]=2)[CH:3]=[N:2]1, predict the reactants needed to synthesize it. The reactants are: [NH:1]1[C:9]2[C:4](=[CH:5][C:6]([C:10](OC)=[O:11])=[CH:7][CH:8]=2)[CH:3]=[N:2]1.[H-].[Al+3].[Li+].[H-].[H-].[H-].O. (4) Given the product [OH:10][C:11]1[CH:12]=[C:13]2[C:17](=[CH:18][CH:19]=1)[N:16]([CH:25]1[CH2:30][CH2:29][N:28]([C:31]([O:33][C:34]([CH3:37])([CH3:36])[CH3:35])=[O:32])[CH2:27][CH2:26]1)[N:15]=[CH:14]2, predict the reactants needed to synthesize it. The reactants are: [H-].[Na+].[Si]([O:10][C:11]1[CH:12]=[C:13]2[C:17](=[CH:18][CH:19]=1)[NH:16][N:15]=[CH:14]2)(C(C)(C)C)(C)C.CS(O[CH:25]1[CH2:30][CH2:29][N:28]([C:31]([O:33][C:34]([CH3:37])([CH3:36])[CH3:35])=[O:32])[CH2:27][CH2:26]1)(=O)=O.O.